This data is from Catalyst prediction with 721,799 reactions and 888 catalyst types from USPTO. The task is: Predict which catalyst facilitates the given reaction. (1) Reactant: [CH2:1]([C:3]([CH2:12][CH3:13])([CH2:9][CH:10]=[CH2:11])[C:4]([O:6]CC)=[O:5])[CH3:2].[OH-].[Na+].CO.Cl. Product: [CH2:12]([C:3]([CH2:1][CH3:2])([CH2:9][CH:10]=[CH2:11])[C:4]([OH:6])=[O:5])[CH3:13]. The catalyst class is: 6. (2) Reactant: [Cl:1]C(OCC)=O.[Cl:7][C:8]1[CH:35]=[CH:34][C:11]([CH2:12][NH:13][C:14]([C:16]2[C:17](=[O:33])[C:18]3[CH:25]=[C:24]([CH2:26]N4CCOCC4)[O:23][C:19]=3[N:20]([CH3:22])[CH:21]=2)=[O:15])=[CH:10][CH:9]=1.C(Cl)Cl.O. Product: [Cl:7][C:8]1[CH:35]=[CH:34][C:11]([CH2:12][NH:13][C:14]([C:16]2[C:17](=[O:33])[C:18]3[CH:25]=[C:24]([CH2:26][Cl:1])[O:23][C:19]=3[N:20]([CH3:22])[CH:21]=2)=[O:15])=[CH:10][CH:9]=1. The catalyst class is: 27. (3) Reactant: Br[C:2]1[CH:7]=[CH:6][N:5]=[C:4]([N:8]2[C:15]3[C@H:14]4[CH2:16][C@H:13]4[CH2:12][C:11]=3[C:10]([C:17]([OH:19])=[O:18])=[N:9]2)[CH:3]=1.[H-].[Na+].O.Cl.C[C:25]([N:27](C)C)=O. Product: [C:25]([C:2]1[CH:7]=[CH:6][N:5]=[C:4]([N:8]2[C:15]3[C@H:14]4[CH2:16][C@H:13]4[CH2:12][C:11]=3[C:10]([C:17]([OH:19])=[O:18])=[N:9]2)[CH:3]=1)#[N:27]. The catalyst class is: 507. (4) Reactant: FC(F)(F)C(OC1C(OC(=O)C(F)(F)F)=C(I)C=CC=1)=O.[CH:22]1([NH:27][C:28](=[O:38])[C:29]2[CH:34]=[CH:33][C:32]([O:35][CH3:36])=[CH:31][C:30]=2[SH:37])[CH2:26][CH2:25][CH2:24][CH2:23]1.FC(F)(F)C(O)=O. Product: [CH:22]1([N:27]2[C:28](=[O:38])[C:29]3[CH:34]=[CH:33][C:32]([O:35][CH3:36])=[CH:31][C:30]=3[S:37]2)[CH2:26][CH2:25][CH2:24][CH2:23]1. The catalyst class is: 2. (5) Reactant: Cl[C:2]1[N:7]=[CH:6][C:5]([CH2:8][C:9]2[CH:10]=[C:11]3[C:16](=[C:17]4[CH:22]=[CH:21][N:20]=[CH:19][C:18]=24)[N:15]=[CH:14][N:13]([C@H:23]2[CH2:28][CH2:27][CH2:26][CH2:25][C@@H:24]2[OH:29])[C:12]3=[O:30])=[CH:4][CH:3]=1.[CH3:31][S-:32].[Na+]. Product: [OH:29][C@H:24]1[CH2:25][CH2:26][CH2:27][CH2:28][C@@H:23]1[N:13]1[C:12](=[O:30])[C:11]2[C:16](=[C:17]3[CH:22]=[CH:21][N:20]=[CH:19][C:18]3=[C:9]([CH2:8][C:5]3[CH:6]=[N:7][C:2]([S:32][CH3:31])=[CH:3][CH:4]=3)[CH:10]=2)[N:15]=[CH:14]1. The catalyst class is: 39. (6) Reactant: [CH3:1][O:2][C:3]([C:5]1[NH:6][C:7]2[C:12]([C:13](=[O:15])[CH:14]=1)=[CH:11][C:10]([F:16])=[CH:9][C:8]=2[Br:17])=[O:4].[C:18]([O-])([O-])=O.[K+].[K+].CS(C)=O.CI. Product: [CH3:1][O:2][C:3]([C:5]1[CH:14]=[C:13]([O:15][CH3:18])[C:12]2[C:7](=[C:8]([Br:17])[CH:9]=[C:10]([F:16])[CH:11]=2)[N:6]=1)=[O:4]. The catalyst class is: 6. (7) Product: [CH3:1][C@@H:2]1[CH:7]=[C:6]([CH3:8])[CH2:5][CH2:4][C@H:3]1[C:9]1[CH:14]=[CH:13][CH:12]=[CH:11][N:10]=1. The catalyst class is: 17. Reactant: [CH3:1][CH:2]1[CH:7]=[C:6]([CH3:8])[CH2:5][CH2:4][CH:3]1[C:9]1[CH:14]=[CH:13][CH:12]=[CH:11][N:10]=1.C[C@@H]1C[C@H](C)CC[C@@H]1C1C=CC=CN=1.